Dataset: Full USPTO retrosynthesis dataset with 1.9M reactions from patents (1976-2016). Task: Predict the reactants needed to synthesize the given product. (1) The reactants are: [Br:1][C:2]1[CH:12]=[CH:11][C:5]([O:6][CH2:7][C:8]([NH2:10])=[O:9])=[C:4]([C:13]#[N:14])[CH:3]=1.N1CCC[CH2:17][CH2:16]1.[NH2:21][CH2:22][CH:23]([OH:26])[CH2:24][OH:25]. Given the product [Br:1][C:2]1[CH:12]=[CH:11][C:5]2[O:6][C:7]3[C:8](=[O:9])[NH:10][C:16]([CH2:17][NH:21][CH2:22][CH:23]([OH:26])[CH2:24][OH:25])=[N:14][C:13]=3[C:4]=2[CH:3]=1, predict the reactants needed to synthesize it. (2) Given the product [Br:34][CH2:35][C:36]1[CH:44]=[CH:43][C:39]([C:40]([NH:18][C:15]2[CH:16]=[N:17][C:12]([CH3:11])=[C:13]([C:19]3[CH:20]=[C:21]([N:28]4[CH2:33][CH2:32][O:31][CH2:30][CH2:29]4)[C:22]4[N:23]([CH:25]=[CH:26][N:27]=4)[CH:5]=3)[CH:14]=2)=[O:41])=[CH:38][C:37]=1[C:45]([F:48])([F:47])[F:46], predict the reactants needed to synthesize it. The reactants are: ON1C2N=CC=C[C:5]=2N=N1.[CH3:11][C:12]1[N:17]=[CH:16][C:15]([NH2:18])=[CH:14][C:13]=1[C:19]1[CH:20]=[C:21]([N:28]2[CH2:33][CH2:32][O:31][CH2:30][CH2:29]2)[C:22]2[N:23]([CH:25]=[CH:26][N:27]=2)N=1.[Br:34][CH2:35][C:36]1[CH:44]=[CH:43][C:39]([C:40](O)=[O:41])=[CH:38][C:37]=1[C:45]([F:48])([F:47])[F:46].CCN=C=NCCCN(C)C.Cl. (3) The reactants are: [CH3:1][O:2][C:3](=[O:29])[CH2:4][C:5]1[CH:10]=[CH:9][C:8]([C:11]#[C:12][C:13]2[CH:14]=[C:15]3[C:20](=[C:21]([CH:23]=[O:24])[CH:22]=2)[O:19][C:18]([CH3:26])([CH3:25])[CH2:17][C:16]3([CH3:28])[CH3:27])=[CH:7][CH:6]=1.[BH4-].[Na+]. Given the product [CH3:1][O:2][C:3](=[O:29])[CH2:4][C:5]1[CH:10]=[CH:9][C:8]([C:11]#[C:12][C:13]2[CH:14]=[C:15]3[C:20](=[C:21]([CH2:23][OH:24])[CH:22]=2)[O:19][C:18]([CH3:25])([CH3:26])[CH2:17][C:16]3([CH3:28])[CH3:27])=[CH:7][CH:6]=1, predict the reactants needed to synthesize it. (4) Given the product [C:1]([C:6]1[CH:7]=[C:8]([C:29]#[N:30])[C:9]([N:20]2[CH2:21][CH2:22][CH:23]([C:26]([NH:42][S:39]([CH2:38][C:35]3[CH:36]=[CH:37][C:32]([CH3:31])=[CH:33][CH:34]=3)(=[O:40])=[O:41])=[O:27])[CH2:24][CH2:25]2)=[N:10][C:11]=1[CH2:12][N:13]1[CH2:18][CH2:17][CH2:16][CH2:15][C:14]1=[O:19])(=[O:5])[CH2:2][CH2:3][CH3:4], predict the reactants needed to synthesize it. The reactants are: [C:1]([C:6]1[CH:7]=[C:8]([C:29]#[N:30])[C:9]([N:20]2[CH2:25][CH2:24][CH:23]([C:26](O)=[O:27])[CH2:22][CH2:21]2)=[N:10][C:11]=1[CH2:12][N:13]1[CH2:18][CH2:17][CH2:16][CH2:15][C:14]1=[O:19])(=[O:5])[CH2:2][CH2:3][CH3:4].[CH3:31][C:32]1[CH:37]=[CH:36][C:35]([CH2:38][S:39]([NH2:42])(=[O:41])=[O:40])=[CH:34][CH:33]=1. (5) The reactants are: C([O:3][C:4](=[O:36])[CH:5]([O:33][CH2:34][CH3:35])[CH2:6][C:7]1[CH:12]=[CH:11][C:10]([O:13][CH2:14][CH2:15][C:16]2[S:20][C:19]([C:21]3[CH:26]=[CH:25][CH:24]=[C:23]([C:27]([F:30])([F:29])[F:28])[CH:22]=3)=[N:18][C:17]=2[CH3:31])=[CH:9][C:8]=1[CH3:32])C.[Li+].[OH-]. Given the product [CH2:34]([O:33][CH:5]([CH2:6][C:7]1[CH:12]=[CH:11][C:10]([O:13][CH2:14][CH2:15][C:16]2[S:20][C:19]([C:21]3[CH:26]=[CH:25][CH:24]=[C:23]([C:27]([F:28])([F:29])[F:30])[CH:22]=3)=[N:18][C:17]=2[CH3:31])=[CH:9][C:8]=1[CH3:32])[C:4]([OH:36])=[O:3])[CH3:35], predict the reactants needed to synthesize it.